This data is from Forward reaction prediction with 1.9M reactions from USPTO patents (1976-2016). The task is: Predict the product of the given reaction. (1) Given the reactants [C:1]([O:5][C:6](=[O:35])[NH:7][C:8]1[CH:13]=[CH:12][C:11]([CH2:14][C:15](=[O:34])[NH:16][C:17]2[C:18](=[O:33])[N:19]([CH2:25][C:26]3[CH:31]=[CH:30][CH:29]=[CH:28][C:27]=3[F:32])[C:20](=[O:24])[NH:21][C:22]=2[NH2:23])=[CH:10][CH:9]=1)([CH3:4])([CH3:3])[CH3:2].[C:36](OC(N(C)C1C=CC(CC(O)=O)=CC=1)=O)(C)(C)C, predict the reaction product. The product is: [C:1]([O:5][C:6](=[O:35])[N:7]([C:8]1[CH:9]=[CH:10][C:11]([CH2:14][C:15](=[O:34])[NH:16][C:17]2[C:18](=[O:33])[N:19]([CH2:25][C:26]3[CH:31]=[CH:30][CH:29]=[CH:28][C:27]=3[F:32])[C:20](=[O:24])[NH:21][C:22]=2[NH2:23])=[CH:12][CH:13]=1)[CH3:36])([CH3:4])([CH3:2])[CH3:3]. (2) Given the reactants [CH2:1]([O:4][CH:5]([C:10]1[N:11]=[N:12][N:13]([CH2:15][C:16]2[CH:47]=[C:19]3[N:20]=[C:21]([CH3:46])[C:22]([C@H:35]([O:41][C:42]([CH3:45])([CH3:44])[CH3:43])[C:36]([O:38]CC)=[O:37])=[C:23]([N:24]4[CH2:29][CH2:28][C:27]([O:31][CH2:32][CH:33]=C)([CH3:30])[CH2:26][CH2:25]4)[N:18]3[N:17]=2)[CH:14]=1)[CH2:6][CH:7]([CH3:9])[CH3:8])[CH:2]=C.[OH-].[Na+], predict the reaction product. The product is: [C:42]([O:41][C@@H:35]([C:22]1[C:21]([CH3:46])=[N:20][C:19]2=[CH:47][C:16]3=[N:17][N:18]2[C:23]=1[N:24]1[CH2:29][CH2:28][C:27]([CH3:30])([O:31][CH2:32][CH:33]=[CH:2][CH2:1][O:4][CH:5]([CH2:6][CH:7]([CH3:8])[CH3:9])[C:10]2[N:11]=[N:12][N:13]([CH:14]=2)[CH2:15]3)[CH2:26][CH2:25]1)[C:36]([OH:38])=[O:37])([CH3:45])([CH3:43])[CH3:44]. (3) Given the reactants [NH2:1][C@@:2]([C:17]1[CH:22]=[C:21]([Br:23])[C:20]([F:24])=[CH:19][C:18]=1[F:25])([CH3:16])[C:3]([F:15])([F:14])[C:4]([CH3:13])([O:6][CH2:7][C:8](OCC)=[O:9])[CH3:5].CCCCCCC, predict the reaction product. The product is: [Br:23][C:21]1[C:20]([F:24])=[CH:19][C:18]([F:25])=[C:17]([C@:2]2([CH3:16])[C:3]([F:15])([F:14])[C:4]([CH3:13])([CH3:5])[O:6][CH2:7][C:8](=[O:9])[NH:1]2)[CH:22]=1. (4) Given the reactants [NH2:1][C@H:2]([CH2:7][C:8]1[CH:13]=[CH:12][CH:11]=[CH:10][CH:9]=1)/[CH:3]=[CH:4]/[C:5]#[N:6].[F:14][C:15]([F:28])([F:27])[O:16][C:17]1[CH:22]=[CH:21][CH:20]=[CH:19][C:18]=1[S:23](Cl)(=[O:25])=[O:24].Cl, predict the reaction product. The product is: [C:5](/[CH:4]=[CH:3]/[C@H:2]([NH:1][S:23]([C:18]1[CH:19]=[CH:20][CH:21]=[CH:22][C:17]=1[O:16][C:15]([F:14])([F:27])[F:28])(=[O:25])=[O:24])[CH2:7][C:8]1[CH:13]=[CH:12][CH:11]=[CH:10][CH:9]=1)#[N:6]. (5) Given the reactants [I:1][C:2]1[CH:3]=[C:4]2[C:8](=[CH:9][CH:10]=1)[NH:7][C:6](=[O:11])[C:5]2=O.C(O)(=O)[CH2:14][C:15]([OH:17])=[O:16], predict the reaction product. The product is: [I:1][C:2]1[CH:3]=[C:4]2[C:8](=[CH:9][CH:10]=1)[NH:7][C:6](=[O:11])[CH:5]=[C:14]2[C:15]([OH:17])=[O:16]. (6) Given the reactants [CH2:1]([O:3][C:4](=[O:12])[CH:5]([CH3:11])[C:6]([O:8][CH2:9][CH3:10])=[O:7])[CH3:2].[Br:13]Br, predict the reaction product. The product is: [CH2:1]([O:3][C:4](=[O:12])[C:5]([Br:13])([CH3:11])[C:6]([O:8][CH2:9][CH3:10])=[O:7])[CH3:2]. (7) Given the reactants [Li][CH2:2]CCC.CCN(C(C)C)C(C)C.[C:15]1(=[O:22])[CH2:21][CH2:20][CH2:19][CH2:18][CH2:17][CH2:16]1.CI, predict the reaction product. The product is: [CH3:2][CH:16]1[CH2:17][CH2:18][CH2:19][CH2:20][CH2:21][C:15]1=[O:22].